This data is from Catalyst prediction with 721,799 reactions and 888 catalyst types from USPTO. The task is: Predict which catalyst facilitates the given reaction. (1) Reactant: [Se](O)(O)=[O:2].[CH3:5][O:6][C:7](=[O:21])[CH2:8][C:9]1[C:18]([Cl:19])=[CH:17][CH:16]=[C:15]2[C:10]=1[N:11]=[C:12]([CH3:20])[CH:13]=[N:14]2. Product: [CH3:5][O:6][C:7](=[O:21])[CH2:8][C:9]1[C:18]([Cl:19])=[CH:17][CH:16]=[C:15]2[C:10]=1[N:11]=[C:12]([CH:20]=[O:2])[CH:13]=[N:14]2. The catalyst class is: 38. (2) Reactant: [C:1]12([NH:6][C:7](=[O:9])[CH3:8])[CH2:5][CH:3]([CH2:4]1)[CH2:2]2.[OH:10]S(O)(=O)=O.O(C(C(F)(F)F)=O)C(C(F)(F)F)=O.N([O-])=O.[Na+].C(O)(C(F)(F)F)=O.O=O.O(OC)OC.C(OO)(=O)C.C(C1C(=O)C(Cl)=C(Cl)C(=O)C=1C#N)#N.S(O)(C(F)(F)F)(=O)=O. Product: [OH:10][C:3]12[CH2:5][C:1]([NH:6][C:7](=[O:9])[CH3:8])([CH2:4]1)[CH2:2]2. The catalyst class is: 585. (3) Reactant: [Cl-:1].[Cl-].[Cl-].[CH:4]1([Zr+3:9])[CH:8]=[CH:7][CH:6]=[CH:5]1.[CH3:10][Si:11]1([CH:15]2[C:23]3[C:18](=[CH:19][CH:20]=[CH:21][CH:22]=3)[CH:17]=[CH:16]2)[CH2:14][CH2:13][CH2:12]1.[Li]. Product: [Cl-:1].[Cl-:1].[CH3:10][Si:11]1([C:15]2[CH:23]([Zr+2:9][CH:4]3[CH:8]=[CH:7][CH:6]=[CH:5]3)[C:18]3[C:17]([CH:16]=2)=[CH:22][CH:21]=[CH:20][CH:19]=3)[CH2:12][CH2:13][CH2:14]1. The catalyst class is: 4. (4) Reactant: [C:1]([O:5][C:6](=[O:35])[NH:7][C:8]1([C:12]2[CH:17]=[CH:16][C:15]([C:18]3[C:19]([C:29]4[CH:34]=[CH:33][CH:32]=[CH:31][CH:30]=4)=[CH:20][C:21]4[NH:26][C:25](=S)[CH2:24][O:23][C:22]=4[N:28]=3)=[CH:14][CH:13]=2)[CH2:11][CH2:10][CH2:9]1)([CH3:4])([CH3:3])[CH3:2].O.[NH2:37][NH2:38]. Product: [C:1]([O:5][C:6](=[O:35])[NH:7][C:8]1([C:12]2[CH:17]=[CH:16][C:15]([C:18]3[C:19]([C:29]4[CH:34]=[CH:33][CH:32]=[CH:31][CH:30]=4)=[CH:20][C:21]4[NH:26]/[C:25](=[N:37]/[NH2:38])/[CH2:24][O:23][C:22]=4[N:28]=3)=[CH:14][CH:13]=2)[CH2:11][CH2:10][CH2:9]1)([CH3:4])([CH3:3])[CH3:2]. The catalyst class is: 1.